This data is from Catalyst prediction with 721,799 reactions and 888 catalyst types from USPTO. The task is: Predict which catalyst facilitates the given reaction. (1) Reactant: Br[C:2]1[CH:3]=[C:4]2[C:10]([C:11]3[N:12]([S:16]([C:19]4[CH:24]=[CH:23][C:22]([CH3:25])=[CH:21][CH:20]=4)(=[O:18])=[O:17])[N:13]=[CH:14][CH:15]=3)=[CH:9][N:8]([S:26]([C:29]3[CH:34]=[CH:33][C:32]([CH3:35])=[CH:31][CH:30]=3)(=[O:28])=[O:27])[C:5]2=[N:6][CH:7]=1.[B:36]1([B:36]2[O:40][C:39]([CH3:42])([CH3:41])[C:38]([CH3:44])([CH3:43])[O:37]2)[O:40][C:39]([CH3:42])([CH3:41])[C:38]([CH3:44])([CH3:43])[O:37]1.ClCCl.C([O-])(=O)C.[Na+]. Product: [CH3:43][C:38]1([CH3:44])[C:39]([CH3:42])([CH3:41])[O:40][B:36]([C:2]2[CH:3]=[C:4]3[C:10]([C:11]4[N:12]([S:16]([C:19]5[CH:24]=[CH:23][C:22]([CH3:25])=[CH:21][CH:20]=5)(=[O:18])=[O:17])[N:13]=[CH:14][CH:15]=4)=[CH:9][N:8]([S:26]([C:29]4[CH:34]=[CH:33][C:32]([CH3:35])=[CH:31][CH:30]=4)(=[O:28])=[O:27])[C:5]3=[N:6][CH:7]=2)[O:37]1. The catalyst class is: 151. (2) Product: [NH:26]1[C:30]2[CH:31]=[CH:32][C:33]([NH:35][C:2]3[C:3]4[NH:16][N:15]=[CH:14][C:4]=4[N:5]=[C:6]([C:8]4[CH:9]=[CH:10][CH:11]=[CH:12][CH:13]=4)[N:7]=3)=[CH:34][C:29]=2[N:28]=[N:27]1. The catalyst class is: 71. Reactant: Cl[C:2]1[C:3]2[C:4](=[CH:14][N:15](CC3C=CC(OC)=CC=3)[N:16]=2)[N:5]=[C:6]([C:8]2[CH:13]=[CH:12][CH:11]=[CH:10][CH:9]=2)[N:7]=1.[NH:26]1[C:30]2[CH:31]=[CH:32][C:33]([NH2:35])=[CH:34][C:29]=2[N:28]=[N:27]1.Cl. (3) The catalyst class is: 30. Reactant: [C:1]([O:5][C:6](=[O:15])[NH:7][C:8]1[CH:13]=[CH:12][C:11]([F:14])=[CH:10][CH:9]=1)([CH3:4])([CH3:3])[CH3:2].[H-].[Na+].Br[CH2:19][C:20]1[CH:25]=[CH:24][CH:23]=[C:22]([I:26])[CH:21]=1. Product: [C:1]([O:5][C:6](=[O:15])[N:7]([C:8]1[CH:9]=[CH:10][C:11]([F:14])=[CH:12][CH:13]=1)[CH2:19][C:20]1[CH:25]=[CH:24][CH:23]=[C:22]([I:26])[CH:21]=1)([CH3:4])([CH3:2])[CH3:3]. (4) Reactant: N1C=CC=CC=1.C(N(CC)CC)C.[CH3:14][CH:15]([CH3:38])[CH2:16][CH2:17][NH:18][C:19]([N:21]1[C:29]2[C:24](=[CH:25][C:26]([O:30][C:31]3[CH:36]=[CH:35][N:34]=[C:33]([NH2:37])[CH:32]=3)=[CH:27][CH:28]=2)[CH:23]=[CH:22]1)=[O:20].Cl[C:40]([O:42][C:43]1[CH:48]=[CH:47][CH:46]=[CH:45][CH:44]=1)=[O:41]. Product: [CH3:14][CH:15]([CH3:38])[CH2:16][CH2:17][NH:18][C:19]([N:21]1[C:29]2[C:24](=[CH:25][C:26]([O:30][C:31]3[CH:36]=[CH:35][N:34]=[C:33]([NH:37][C:40](=[O:41])[O:42][C:43]4[CH:48]=[CH:47][CH:46]=[CH:45][CH:44]=4)[CH:32]=3)=[CH:27][CH:28]=2)[CH:23]=[CH:22]1)=[O:20]. The catalyst class is: 9. (5) Product: [F:1][C:2]1[CH:3]=[C:4]2[C:8](=[CH:9][CH:10]=1)[NH:7][C:6](=[O:11])/[C:5]/2=[CH:12]\[C:14]1[NH:15][C:16]([CH3:28])=[C:17]([S:24]([CH3:27])(=[O:26])=[O:25])[C:18]=1[CH2:19][CH2:20][C:21]([OH:23])=[O:22]. Reactant: [F:1][C:2]1[CH:3]=[C:4]2[C:8](=[CH:9][CH:10]=1)[NH:7][C:6](=[O:11])[CH2:5]2.[CH:12]([C:14]1[NH:15][C:16]([CH3:28])=[C:17]([S:24]([CH3:27])(=[O:26])=[O:25])[C:18]=1[CH2:19][CH2:20][C:21]([OH:23])=[O:22])=O.N1CCCCC1. The catalyst class is: 8. (6) Reactant: [CH2:1]([O:8][C:9]([NH:11][CH:12]([CH2:16][CH:17]([CH3:19])[CH3:18])[C:13]([OH:15])=O)=[O:10])[C:2]1[CH:7]=[CH:6][CH:5]=[CH:4][CH:3]=1.[NH2:20][C:21]1[CH:22]=[CH:23][C:24]([OH:31])=[C:25]([CH:30]=1)[C:26]([O:28][CH3:29])=[O:27].CCN(CC)CC.CN(C(ON1N=NC2C=CC=NC1=2)=[N+](C)C)C.F[P-](F)(F)(F)(F)F. Product: [CH2:1]([O:8][C:9]([NH:11][CH:12]([CH2:16][CH:17]([CH3:19])[CH3:18])[C:13]([NH:20][C:21]1[CH:22]=[CH:23][C:24]([OH:31])=[C:25]([CH:30]=1)[C:26]([O:28][CH3:29])=[O:27])=[O:15])=[O:10])[C:2]1[CH:3]=[CH:4][CH:5]=[CH:6][CH:7]=1. The catalyst class is: 23. (7) Reactant: Cl[C:2]1[N:3]=[C:4]([N:22]2[CH2:27][CH2:26][O:25][CH2:24][C@H:23]2[CH3:28])[C:5]2[CH2:11][N:10]([C:12]3[N:16]([CH2:17][CH3:18])[N:15]=[C:14]([CH:19]4[CH2:21][CH2:20]4)[CH:13]=3)[CH2:9][CH2:8][C:6]=2[N:7]=1.[CH3:29][C:30]1[C:38]2[C:33](=[CH:34][CH:35]=[C:36]([CH3:48])[C:37]=2B2OC(C)(C)C(C)(C)O2)[N:32]([S:49]([C:52]2[CH:58]=[CH:57][C:55]([CH3:56])=[CH:54][CH:53]=2)(=[O:51])=[O:50])[N:31]=1.C([O-])([O-])=O.[Na+].[Na+]. Product: [CH:19]1([C:14]2[CH:13]=[C:12]([N:10]3[CH2:9][CH2:8][C:6]4[N:7]=[C:2]([C:37]5[C:36]([CH3:48])=[CH:35][CH:34]=[C:33]6[C:38]=5[C:30]([CH3:29])=[N:31][N:32]6[S:49]([C:52]5[CH:58]=[CH:57][C:55]([CH3:56])=[CH:54][CH:53]=5)(=[O:50])=[O:51])[N:3]=[C:4]([N:22]5[CH2:27][CH2:26][O:25][CH2:24][C@H:23]5[CH3:28])[C:5]=4[CH2:11]3)[N:16]([CH2:17][CH3:18])[N:15]=2)[CH2:21][CH2:20]1. The catalyst class is: 104. (8) Reactant: [F:1][C:2]1([F:20])[O:6][C:5]2[CH:7]=[CH:8][C:9](B3OC(C)(C)C(C)(C)O3)=[CH:10][C:4]=2[O:3]1.[Cl:21][C:22]1[CH:27]=[C:26](Cl)[N:25]=[CH:24][N:23]=1.C(=O)([O-])[O-].[K+].[K+].O. Product: [Cl:21][C:22]1[CH:27]=[C:26]([C:9]2[CH:8]=[CH:7][C:5]3[O:6][C:2]([F:1])([F:20])[O:3][C:4]=3[CH:10]=2)[N:25]=[CH:24][N:23]=1. The catalyst class is: 77.